This data is from Reaction yield outcomes from USPTO patents with 853,638 reactions. The task is: Predict the reaction yield, written as a fraction of the theoretical maximum amount of product (1.0 means a 100% yield; for example, 0.34 means a 34% yield). (1) The catalyst is C(O)C. The reactants are [C:1]1(=[O:8])[CH2:6][CH2:5][CH2:4][C:3](=O)[CH2:2]1.[Cl:9][C:10]1[C:19]([CH:20]=O)=[CH:18][C:17]2[C:12](=[CH:13][CH:14]=[C:15]([O:22][CH3:23])[CH:16]=2)[N:11]=1.[C:24]([O:30][CH2:31][CH3:32])(=[O:29])[CH2:25][C:26]([CH3:28])=O.C([O-])(=O)C.[NH4+:37]. The yield is 0.640. The product is [Cl:9][C:10]1[C:19]([CH:20]2[C:2]3[C:1](=[O:8])[CH2:6][CH2:5][CH2:4][C:3]=3[NH:37][C:26]([CH3:28])=[C:25]2[C:24]([O:30][CH2:31][CH3:32])=[O:29])=[CH:18][C:17]2[C:12](=[CH:13][CH:14]=[C:15]([O:22][CH3:23])[CH:16]=2)[N:11]=1. (2) The product is [N:41]1([CH:27]2[CH2:28][CH2:29][N:23]3[N:22]=[C:21]([NH:20][C:17]4[CH:18]=[CH:19][C:14]([N:12]5[CH:13]=[C:9]([Cl:8])[N:10]=[CH:11]5)=[C:15]([O:39][CH3:40])[CH:16]=4)[N:38]=[C:24]3[CH:25]([C:31]3[CH:32]=[CH:33][C:34]([F:37])=[CH:35][CH:36]=3)[CH2:26]2)[CH2:44][CH2:43][CH2:42]1. The yield is 0.270. The catalyst is C(O)C. The reactants are FC(F)(F)C(O)=O.[Cl:8][C:9]1[N:10]=[CH:11][N:12]([C:14]2[CH:19]=[CH:18][C:17]([NH:20][C:21]3[N:38]=[C:24]4[CH:25]([C:31]5[CH:36]=[CH:35][C:34]([F:37])=[CH:33][CH:32]=5)[CH2:26][C:27](=O)[CH2:28][CH2:29][N:23]4[N:22]=3)=[CH:16][C:15]=2[O:39][CH3:40])[CH:13]=1.[NH:41]1[CH2:44][CH2:43][CH2:42]1.C([BH3-])#N.[Na+].C(O)(C(F)(F)F)=O. (3) The reactants are [S:1]1[C:5]([CH2:6][O:7][C:8]([NH:10][C@H:11]([CH2:33][C:34]2[CH:39]=[CH:38][CH:37]=[CH:36][CH:35]=2)[CH2:12][NH:13][CH2:14][C@H:15]([NH:23][C:24]([O:26][CH2:27][C:28]2[S:32][CH:31]=[N:30][CH:29]=2)=[O:25])[CH2:16][C:17]2[CH:22]=[CH:21][CH:20]=[CH:19][CH:18]=2)=[O:9])=[CH:4][N:3]=[CH:2]1.[CH3:40][CH:41]([CH3:44])[CH:42]=O.C(O)(=O)C.C(O[BH-](OC(=O)C)OC(=O)C)(=O)C.[Na+]. No catalyst specified. The product is [CH3:40][CH:41]([CH3:44])[CH2:42][N:13]([CH2:14][C@H:15]([NH:23][C:24]([O:26][CH2:27][C:28]1[S:32][CH:31]=[N:30][CH:29]=1)=[O:25])[CH2:16][C:17]1[CH:18]=[CH:19][CH:20]=[CH:21][CH:22]=1)[CH2:12][C@H:11]([NH:10][C:8]([O:7][CH2:6][C:5]1[S:1][CH:2]=[N:3][CH:4]=1)=[O:9])[CH2:33][C:34]1[CH:39]=[CH:38][CH:37]=[CH:36][CH:35]=1. The yield is 0.440. (4) The catalyst is CO.[Pd]. The product is [N:1]1([CH:6]([C:10]2[CH:15]=[CH:14][C:13]([NH:16][C:17](=[O:27])[CH:18]([CH3:26])[CH2:19][C:20]3[CH:21]=[CH:22][CH:23]=[CH:24][CH:25]=3)=[CH:12][CH:11]=2)[CH:7]([CH3:9])[CH3:8])[CH:5]=[CH:4][N:3]=[CH:2]1. The yield is 0.940. The reactants are [N:1]1([CH:6]([C:10]2[CH:15]=[CH:14][C:13]([NH:16][C:17](=[O:27])/[C:18](/[CH3:26])=[CH:19]/[C:20]3[CH:25]=[CH:24][CH:23]=[CH:22][CH:21]=3)=[CH:12][CH:11]=2)[CH:7]([CH3:9])[CH3:8])[CH:5]=[CH:4][N:3]=[CH:2]1. (5) The reactants are [CH3:1][C:2]([CH3:36])([CH3:35])[CH2:3][CH2:4][C@:5]1([CH3:34])[C:14]2[C:9](=[CH:10][CH:11]=[CH:12][CH:13]=2)[C:8]([OH:15])=[C:7]([C:16]2[NH:21][C:20]3[CH:22]=[CH:23][C:24]([NH:26][S:27]([CH3:30])(=[O:29])=[O:28])=[CH:25][C:19]=3[S:18](=[O:32])(=[O:31])[N:17]=2)[C:6]1=[O:33].[OH-].[Na+:38]. The catalyst is O. The product is [CH3:1][C:2]([CH3:36])([CH3:35])[CH2:3][CH2:4][C@:5]1([CH3:34])[C:14]2[C:9](=[CH:10][CH:11]=[CH:12][CH:13]=2)[C:8]([O-:15])=[C:7]([C:16]2[NH:21][C:20]3[CH:22]=[CH:23][C:24]([NH:26][S:27]([CH3:30])(=[O:29])=[O:28])=[CH:25][C:19]=3[S:18](=[O:32])(=[O:31])[N:17]=2)[C:6]1=[O:33].[Na+:38]. The yield is 0.740. (6) The reactants are [CH3:1][NH:2][C:3]([C:5]1[CH:6]=[C:7]([CH:18]=[CH:19][CH:20]=1)[O:8][C:9]1[CH:14]=[CH:13][C:12]([N+:15]([O-])=O)=[CH:11][CH:10]=1)=[O:4]. The catalyst is CCOC(C)=O.[Pd]. The product is [CH3:1][NH:2][C:3]([C:5]1[CH:6]=[C:7]([CH:18]=[CH:19][CH:20]=1)[O:8][C:9]1[CH:14]=[CH:13][C:12]([NH2:15])=[CH:11][CH:10]=1)=[O:4]. The yield is 0.560. (7) The reactants are [CH2:1]([C:4]1[N:5]=[C:6]([C@@H:26]2[C@H:30]([CH2:31][CH3:32])[CH2:29][C@H:28]([NH:33][S:34]([CH:37]3[CH2:39][CH2:38]3)(=[O:36])=[O:35])[CH2:27]2)[N:7]2[C:12]3[CH:13]=[CH:14][N:15](S(C4C=CC(C)=CC=4)(=O)=O)[C:11]=3[N:10]=[CH:9][C:8]=12)[CH:2]=C.I([O-])(=O)(=O)=[O:41].[Na+].[BH4-].[Na+].Cl.[OH-].[Na+]. The catalyst is O1CCOCC1.O.CCOC(C)=O.[NH4+].[Cl-].[Os](=O)(=O)(=O)=O. The product is [CH2:31]([C@H:30]1[C@@H:26]([C:6]2[N:7]3[C:12]4[CH:13]=[CH:14][NH:15][C:11]=4[N:10]=[CH:9][C:8]3=[C:4]([CH2:1][CH2:2][OH:41])[N:5]=2)[CH2:27][C@@H:28]([NH:33][S:34]([CH:37]2[CH2:39][CH2:38]2)(=[O:36])=[O:35])[CH2:29]1)[CH3:32]. The yield is 0.200.